Dataset: Full USPTO retrosynthesis dataset with 1.9M reactions from patents (1976-2016). Task: Predict the reactants needed to synthesize the given product. (1) Given the product [CH2:1]([NH:8][C:9]1[CH:14]=[C:13]([NH:15][C:16]2[CH:21]=[CH:20][C:19]([C:28]#[N:29])=[CH:18][CH:17]=2)[N:12]=[CH:11][C:10]=1[CH2:23][C:24]([NH2:26])=[O:25])[C:2]1[CH:7]=[CH:6][CH:5]=[CH:4][CH:3]=1, predict the reactants needed to synthesize it. The reactants are: [CH2:1]([NH:8][C:9]1[CH:14]=[C:13]([NH:15][C:16]2[CH:21]=[CH:20][C:19](Br)=[CH:18][CH:17]=2)[N:12]=[CH:11][C:10]=1[CH2:23][C:24]([NH2:26])=[O:25])[C:2]1[CH:7]=[CH:6][CH:5]=[CH:4][CH:3]=1.[Cu](C#N)[C:28]#[N:29].C(N)CN. (2) Given the product [CH3:14][C:11]1[N:10]=[C:9]2[C:8](=[CH:13][CH:12]=1)[NH:7][CH:6]=[C:5]([C:15]#[N:16])[C:4]2=[O:17], predict the reactants needed to synthesize it. The reactants are: C(O[C:4](=[O:17])[C:5]([C:15]#[N:16])=[CH:6][NH:7][C:8]1[CH:9]=[N:10][C:11]([CH3:14])=[CH:12][CH:13]=1)C.